Dataset: Forward reaction prediction with 1.9M reactions from USPTO patents (1976-2016). Task: Predict the product of the given reaction. Given the reactants [CH3:1][NH:2][C:3]1[CH:8]=[CH:7][CH:6]=[CH:5][C:4]=1[CH:9]1[N:14]2[N:15]=[C:16]([C:21]3[CH:26]=[CH:25][C:24]([O:27][C:28]4[CH:33]=[CH:32][CH:31]=[CH:30][CH:29]=4)=[CH:23][CH:22]=3)[C:17]([C:18]([NH2:20])=[O:19])=[C:13]2[NH:12][CH2:11][CH2:10]1.[C:34](Cl)(=[O:37])[CH:35]=[CH2:36], predict the reaction product. The product is: [CH3:1][N:2]([C:3]1[CH:8]=[CH:7][CH:6]=[CH:5][C:4]=1[CH:9]1[N:14]2[N:15]=[C:16]([C:21]3[CH:26]=[CH:25][C:24]([O:27][C:28]4[CH:33]=[CH:32][CH:31]=[CH:30][CH:29]=4)=[CH:23][CH:22]=3)[C:17]([C:18]([NH2:20])=[O:19])=[C:13]2[NH:12][CH2:11][CH2:10]1)[C:34](=[O:37])[CH:35]=[CH2:36].